Predict the reaction yield, written as a fraction of the theoretical maximum amount of product (1.0 means a 100% yield; for example, 0.34 means a 34% yield). From a dataset of Reaction yield outcomes from USPTO patents with 853,638 reactions. (1) The reactants are [NH2:1][C:2]1[N:7]=[CH:6][C:5]([N:8]2[CH2:13][CH2:12][N:11]([C:14]([C:16]3[CH:21]=[CH:20][CH:19]=[CH:18][C:17]=3[C:22]([F:25])([F:24])[F:23])=[O:15])[CH2:10][CH2:9]2)=[CH:4][CH:3]=1.C(N([CH:32]([CH3:34])[CH3:33])CC)(C)C.O.[OH:36]N1C2C=CC=CC=2N=N1.CCN=C=NCCCN(C)C.Cl.[C:58]1([CH2:64]CCN)[CH:63]=[CH:62][CH:61]=[CH:60][CH:59]=1. The catalyst is ClCCl.CN(C1C=CN=CC=1)C.C(OCC)(=O)C. The yield is 0.125. The product is [C:58]1([CH2:64][CH2:34][CH2:32][C:33]([NH:1][C:2]2[CH:3]=[CH:4][C:5]([N:8]3[CH2:9][CH2:10][N:11]([C:14](=[O:15])[C:16]4[CH:21]=[CH:20][CH:19]=[CH:18][C:17]=4[C:22]([F:25])([F:24])[F:23])[CH2:12][CH2:13]3)=[CH:6][N:7]=2)=[O:36])[CH:63]=[CH:62][CH:61]=[CH:60][CH:59]=1. (2) The reactants are C(O[C@H]1[C@H](OCC2C=CC=CC=2)[C@@H](COCC2C=CC=CC=2)O[C@@H](O[C@H]2[C@@H](OCC3C=CC=CC=3)[C@H](OCC3C=CC=CC=3)[C@@H](COCC3C=CC=CC=3)O[C@H]2OCC=C)[C@H]1O)C1C=CC=CC=1.[CH2:69]([O:76][C@H:77]1[C@H:82]([O:83][CH2:84][C:85]2[CH:90]=[CH:89][CH:88]=[CH:87][CH:86]=2)[C@@H:81]([CH2:91][O:92][CH2:93][C:94]2[CH:99]=[CH:98][CH:97]=[CH:96][CH:95]=2)[O:80][C@@H:79]([O:100][C@H:101]2[C@@H:112]([O:113][CH2:114][C:115]3[CH:120]=[CH:119][CH:118]=[CH:117][CH:116]=3)[C@H:111]([O:121][CH2:122][C:123]3[CH:128]=[CH:127][CH:126]=[CH:125][CH:124]=3)[C@@H:110]([CH2:129][O:130][CH2:131][C:132]3[CH:137]=[CH:136][CH:135]=[CH:134][CH:133]=3)[O:109][C@H:102]2[O:103][CH:104]=[CH:105][CH2:106][CH2:107][CH3:108])[C@@H:78]1[OH:138])[C:70]1[CH:75]=[CH:74][CH:73]=[CH:72][CH:71]=1.C(OC(=O)C)(=O)C.CCC(C)[BH-](C(C)CC)C(C)CC.[Li+]. The catalyst is CCCCCC.C(OCC)(=O)C.C1COCC1.CS(C)=O. The product is [CH2:69]([O:76][C@H:77]1[C@H:82]([O:83][CH2:84][C:85]2[CH:90]=[CH:89][CH:88]=[CH:87][CH:86]=2)[C@@H:81]([CH2:91][O:92][CH2:93][C:94]2[CH:99]=[CH:98][CH:97]=[CH:96][CH:95]=2)[O:80][C@@H:79]([O:100][C@H:101]2[C@@H:112]([O:113][CH2:114][C:115]3[CH:120]=[CH:119][CH:118]=[CH:117][CH:116]=3)[C@H:111]([O:121][CH2:122][C:123]3[CH:128]=[CH:127][CH:126]=[CH:125][CH:124]=3)[C@@H:110]([CH2:129][O:130][CH2:131][C:132]3[CH:133]=[CH:134][CH:135]=[CH:136][CH:137]=3)[O:109][C@H:102]2[O:103][CH:104]=[CH:105][CH2:106][CH2:107][CH3:108])[C@H:78]1[OH:138])[C:70]1[CH:71]=[CH:72][CH:73]=[CH:74][CH:75]=1. The yield is 0.800. (3) The reactants are Cl[C:2]1[CH:3]=[C:4]([CH:9]=[C:10]([Cl:12])[N:11]=1)[C:5]([O:7][CH3:8])=[O:6].[C:13]1(P(C2C=CC=CC=2)C2C=CC=CC=2)C=CC=C[CH:14]=1.C([Sn](CCCC)(CCCC)C=C)CCC. The catalyst is C1(C)C=CC=CC=1.C(OCC)C.C1C=CC(/C=C/C(/C=C/C2C=CC=CC=2)=O)=CC=1.C1C=CC(/C=C/C(/C=C/C2C=CC=CC=2)=O)=CC=1.C1C=CC(/C=C/C(/C=C/C2C=CC=CC=2)=O)=CC=1.[Pd].[Pd]. The product is [CH3:8][O:7][C:5](=[O:6])[C:4]1[CH:3]=[C:2]([CH:13]=[CH2:14])[N:11]=[C:10]([Cl:12])[CH:9]=1. The yield is 0.700. (4) The reactants are C1C[C@H]2N(C[C@H]3[C@@H]4CCCCN4C[C@@H]2C3)CC1.[Li]C(CC)C.[C:23]([N:30]1[CH2:34][CH2:33][CH2:32][CH2:31]1)([O:25][C:26]([CH3:29])([CH3:28])[CH3:27])=[O:24].[CH2:35]([N:42]([CH2:55][C:56]1[CH:61]=[CH:60][CH:59]=[CH:58][CH:57]=1)[C@@H:43]([CH2:46][C:47]1[CH:52]=[C:51]([F:53])[CH:50]=[C:49]([F:54])[CH:48]=1)[CH:44]=[O:45])[C:36]1[CH:41]=[CH:40][CH:39]=[CH:38][CH:37]=1. The catalyst is CCOCC.O. The yield is 0.230. The product is [CH2:55]([N:42]([CH2:35][C:36]1[CH:37]=[CH:38][CH:39]=[CH:40][CH:41]=1)[C@@H:43]([CH2:46][C:47]1[CH:48]=[C:49]([F:54])[CH:50]=[C:51]([F:53])[CH:52]=1)[C@@H:44]([C@H:34]1[CH2:33][CH2:32][CH2:31][N:30]1[C:23]([O:25][C:26]([CH3:29])([CH3:28])[CH3:27])=[O:24])[OH:45])[C:56]1[CH:61]=[CH:60][CH:59]=[CH:58][CH:57]=1. (5) The reactants are Br[C:2]1[C:7]([CH3:8])=[CH:6][C:5]([C:9]2[C:18]3[C:13](=[CH:14][C:15]([S:19]([NH:22][C:23]4[N:28]=[CH:27][CH:26]=[CH:25][N:24]=4)(=[O:21])=[O:20])=[CH:16][CH:17]=3)[N:12]=[CH:11][N:10]=2)=[C:4]([O:29][CH3:30])[CH:3]=1.[Cl:31][C:32]1[CH:33]=[C:34](B(O)O)[CH:35]=[CH:36][C:37]=1[F:38].C(=O)([O-])[O-].[K+].[K+].O1CCOCC1. The catalyst is CS(C)=O.C1C=CC([P]([Pd]([P](C2C=CC=CC=2)(C2C=CC=CC=2)C2C=CC=CC=2)([P](C2C=CC=CC=2)(C2C=CC=CC=2)C2C=CC=CC=2)[P](C2C=CC=CC=2)(C2C=CC=CC=2)C2C=CC=CC=2)(C2C=CC=CC=2)C2C=CC=CC=2)=CC=1.O. The product is [Cl:31][C:32]1[CH:33]=[C:34]([C:2]2[CH:3]=[C:4]([O:29][CH3:30])[C:5]([C:9]3[C:18]4[C:13](=[CH:14][C:15]([S:19]([NH:22][C:23]5[N:28]=[CH:27][CH:26]=[CH:25][N:24]=5)(=[O:20])=[O:21])=[CH:16][CH:17]=4)[N:12]=[CH:11][N:10]=3)=[CH:6][C:7]=2[CH3:8])[CH:35]=[CH:36][C:37]=1[F:38]. The yield is 0.399. (6) The reactants are [CH3:1][C:2]1[CH:7]=[CH:6][CH:5]=[C:4]([O:8][CH3:9])[C:3]=1[O:10][CH3:11].[Cl:12]CCOCCCl. The catalyst is C(O)(=O)C.O. The product is [CH3:11][O:10][C:3]1[C:4]([O:8][CH3:9])=[CH:5][CH:6]=[C:7]([Cl:12])[C:2]=1[CH3:1]. The yield is 0.620. (7) The reactants are [CH3:1][C:2]1[O:6][N:5]=[C:4]([C:7]2[CH:12]=[CH:11][CH:10]=[CH:9][CH:8]=2)[C:3]=1[CH2:13][O:14][C:15]1[N:16]=[CH:17][C:18]([C:21]([OH:23])=O)=[N:19][CH:20]=1.[F:24][C:25]1([F:32])[CH2:30][CH2:29][CH:28]([NH2:31])[CH2:27][CH2:26]1. No catalyst specified. The product is [F:24][C:25]1([F:32])[CH2:30][CH2:29][CH:28]([NH:31][C:21]([C:18]2[CH:17]=[N:16][C:15]([O:14][CH2:13][C:3]3[C:4]([C:7]4[CH:8]=[CH:9][CH:10]=[CH:11][CH:12]=4)=[N:5][O:6][C:2]=3[CH3:1])=[CH:20][N:19]=2)=[O:23])[CH2:27][CH2:26]1. The yield is 0.270. (8) The reactants are [Br:1][C:2]1[CH:3]=[CH:4][C:5]([CH:8]=[O:9])=[N:6][CH:7]=1.[CH2:10](O)[CH2:11][CH2:12][OH:13]. The catalyst is C1(C)C=CC=CC=1.CC1(C)C2(CS(O)(=O)=O)C(CC1CC2)=O. The product is [Br:1][C:2]1[CH:3]=[CH:4][C:5]([CH:8]2[O:13][CH2:12][CH2:11][CH2:10][O:9]2)=[N:6][CH:7]=1. The yield is 1.01. (9) The reactants are [Cl:1][C:2]1[CH:3]=[C:4]([OH:13])[C:5](=[CH:11][CH:12]=1)[C:6]([O:8][CH2:9][CH3:10])=[O:7].Cl[C:15]1[C:24]2[C:19](=[CH:20][C:21]([O:27][CH3:28])=[C:22]([O:25][CH3:26])[CH:23]=2)[N:18]=[CH:17][CH:16]=1. The catalyst is CN(C)C1C=CN=CC=1.ClC1C=CC=CC=1Cl. The product is [Cl:1][C:2]1[CH:12]=[CH:11][C:5]([C:6]([O:8][CH2:9][CH3:10])=[O:7])=[C:4]([O:13][C:15]2[C:24]3[C:19](=[CH:20][C:21]([O:27][CH3:28])=[C:22]([O:25][CH3:26])[CH:23]=3)[N:18]=[CH:17][CH:16]=2)[CH:3]=1. The yield is 0.0800.